Task: Predict the product of the given reaction.. Dataset: Forward reaction prediction with 1.9M reactions from USPTO patents (1976-2016) (1) Given the reactants C(C1C=CC([C@H]2C[C@@H](C(F)(F)F)N3N=CC(C(OCC)=O)=C3N2)=CC=1)C.[Br:27][C:28]1[CH:33]=[CH:32][C:31]([C:34]2[CH:39]=[C:38]([C:40]([F:43])([F:42])[F:41])[N:37]3[N:44]=[CH:45][C:46]([C:47]([O:49][CH2:50][CH3:51])=[O:48])=[C:36]3[N:35]=2)=[CH:30][CH:29]=1.[BH4-].[Na+], predict the reaction product. The product is: [Br:27][C:28]1[CH:33]=[CH:32][C:31]([C@H:34]2[CH2:39][C@@H:38]([C:40]([F:42])([F:43])[F:41])[N:37]3[N:44]=[CH:45][C:46]([C:47]([O:49][CH2:50][CH3:51])=[O:48])=[C:36]3[NH:35]2)=[CH:30][CH:29]=1. (2) Given the reactants [CH3:1][O:2][C:3]1[CH:8]=[CH:7][CH:6]=[C:5]([O:9][CH3:10])[C:4]=1[CH:11]([C:13]1[C:18]([O:19][CH3:20])=[CH:17][CH:16]=[CH:15][C:14]=1[O:21][CH3:22])O.O.C1(C)C=CC(S(O)(=O)=O)=CC=1.[CH3:35][O:36][C:37]1[CH:42]=[CH:41][CH:40]=[C:39]([O:43][CH3:44])[C:38]=1[CH2:45][C:46]1[C:51]([O:52][CH3:53])=[CH:50][CH:49]=[CH:48][C:47]=1[O:54][CH3:55], predict the reaction product. The product is: [CH3:1][O:2][C:3]1[CH:8]=[CH:7][CH:6]=[C:5]([O:9][CH3:10])[C:4]=1[CH:11]([C:13]1[C:18]([O:19][CH3:20])=[CH:17][CH:16]=[CH:15][C:14]=1[O:21][CH3:22])[CH:45]([C:38]1[C:39]([O:43][CH3:44])=[CH:40][CH:41]=[CH:42][C:37]=1[O:36][CH3:35])[C:46]1[C:51]([O:52][CH3:53])=[CH:50][CH:49]=[CH:48][C:47]=1[O:54][CH3:55]. (3) Given the reactants Cl.[C:2]1([CH2:8][CH2:9][C:10]2[N:11]=[C:12]([CH:15]3[CH2:20][CH2:19][NH:18][CH2:17][CH2:16]3)[S:13][CH:14]=2)[CH:7]=[CH:6][CH:5]=[CH:4][CH:3]=1.[Cl:21][C:22]1[C:23]([C:33]([F:36])([F:35])[F:34])=[N:24][N:25]([CH:28]([CH3:32])[C:29](O)=[O:30])[C:26]=1[CH3:27], predict the reaction product. The product is: [Cl:21][C:22]1[C:23]([C:33]([F:35])([F:34])[F:36])=[N:24][N:25]([CH:28]([CH3:32])[C:29]([N:18]2[CH2:19][CH2:20][CH:15]([C:12]3[S:13][CH:14]=[C:10]([CH2:9][CH2:8][C:2]4[CH:7]=[CH:6][CH:5]=[CH:4][CH:3]=4)[N:11]=3)[CH2:16][CH2:17]2)=[O:30])[C:26]=1[CH3:27]. (4) The product is: [Cl:29][C:14]1[C:15]2[N:16]=[C:8]([CH:5]3[CH2:6][CH2:7][C:2]([CH3:19])([CH3:1])[CH2:3][CH2:4]3)[S:9][C:10]=2[N:11]=[C:12]([CH3:18])[N:13]=1. Given the reactants [CH3:1][C:2]1([CH3:19])[CH2:7][CH2:6][CH:5]([C:8]2[S:9][C:10]3[N:11]=[C:12]([CH3:18])[N:13]=[C:14](O)[C:15]=3[N:16]=2)[CH2:4][CH2:3]1.C1(C)C=CC=CC=1.P(Cl)(Cl)([Cl:29])=O, predict the reaction product. (5) Given the reactants Br[C:2]1[CH:3]=[C:4]([N:8]2[C:12]3[C:13]4[CH:14]=[CH:15][CH:16]=[CH:17][C:18]=4[S:19](=[O:22])(=[O:21])[CH2:20][C:11]=3[C:10]([C:23]([N:25]3[CH2:30][CH2:29][O:28][CH2:27][CH2:26]3)=[O:24])=[N:9]2)[CH:5]=[CH:6][CH:7]=1.C(=O)([O-])[O-].[Cs+].[Cs+].C(CC(=O)C)(=O)C.C[N:45](C=O)C, predict the reaction product. The product is: [N:25]1([C:23]([C:10]2[C:11]3[CH2:20][S:19](=[O:22])(=[O:21])[C:18]4[CH:17]=[CH:16][CH:15]=[CH:14][C:13]=4[C:12]=3[N:8]([C:4]3[CH:3]=[C:2]([NH2:45])[CH:7]=[CH:6][CH:5]=3)[N:9]=2)=[O:24])[CH2:30][CH2:29][O:28][CH2:27][CH2:26]1. (6) Given the reactants [NH2:1][C:2]1[NH:3][C:4]2[CH:10]=[CH:9][CH:8]=[CH:7][C:5]=2[N:6]=1.[C:11]([C:19]1[CH:27]=[CH:26][C:22]([C:23](O)=[O:24])=[CH:21][CH:20]=1)(=[O:18])[C:12]1[CH:17]=[CH:16][CH:15]=[CH:14][CH:13]=1.CN(C(ON1N=NC2C=CC=NC1=2)=[N+](C)C)C.F[P-](F)(F)(F)(F)F.C(N(C(C)C)CC)(C)C, predict the reaction product. The product is: [NH:3]1[C:4]2[CH:10]=[CH:9][CH:8]=[CH:7][C:5]=2[N:6]=[C:2]1[NH:1][C:23](=[O:24])[C:22]1[CH:21]=[CH:20][C:19]([C:11](=[O:18])[C:12]2[CH:17]=[CH:16][CH:15]=[CH:14][CH:13]=2)=[CH:27][CH:26]=1. (7) Given the reactants [N+:1]([C:4]1[CH:12]=[C:7]2[CH2:8][NH:9][CH2:10][CH2:11][N:6]2[N:5]=1)([O-:3])=[O:2].[C:13](Cl)(=[O:15])[CH3:14], predict the reaction product. The product is: [N+:1]([C:4]1[CH:12]=[C:7]2[CH2:8][N:9]([C:13](=[O:15])[CH3:14])[CH2:10][CH2:11][N:6]2[N:5]=1)([O-:3])=[O:2].